This data is from Full USPTO retrosynthesis dataset with 1.9M reactions from patents (1976-2016). The task is: Predict the reactants needed to synthesize the given product. The reactants are: [CH:1]1([OH:8])[CH2:6][CH2:5][CH:4]([OH:7])[CH2:3][CH2:2]1.[H-].[Na+].Cl[C:12]1[N:17]=[CH:16][C:15]([CH2:18][CH3:19])=[CH:14][N:13]=1. Given the product [CH2:18]([C:15]1[CH:14]=[N:13][C:12]([O:7][CH:4]2[CH2:5][CH2:6][CH:1]([OH:8])[CH2:2][CH2:3]2)=[N:17][CH:16]=1)[CH3:19], predict the reactants needed to synthesize it.